From a dataset of Catalyst prediction with 721,799 reactions and 888 catalyst types from USPTO. Predict which catalyst facilitates the given reaction. (1) Reactant: [Cl:1][C:2]1[CH:31]=[CH:30][C:5]([CH2:6][N:7]2[C:15]3[C:14](=[O:16])[NH:13][C:12](=[O:17])[N:11]([CH3:18])[C:10]=3[N:9]=[C:8]2[O:19][C:20]2[CH:25]=[CH:24][CH:23]=[C:22]([C:26]([F:29])([F:28])[F:27])[CH:21]=2)=[CH:4][CH:3]=1.I[CH2:33][CH3:34].C(=O)([O-])[O-].[K+].[K+]. Product: [Cl:1][C:2]1[CH:3]=[CH:4][C:5]([CH2:6][N:7]2[C:15]3[C:14](=[O:16])[N:13]([CH2:33][CH3:34])[C:12](=[O:17])[N:11]([CH3:18])[C:10]=3[N:9]=[C:8]2[O:19][C:20]2[CH:25]=[CH:24][CH:23]=[C:22]([C:26]([F:29])([F:27])[F:28])[CH:21]=2)=[CH:30][CH:31]=1. The catalyst class is: 39. (2) Reactant: C([Li])CCC.[Si:6]([O:13][C@@H:14]([CH3:24])[C:15](=[O:23])[CH2:16]P(=O)(OC)OC)([C:9]([CH3:12])([CH3:11])[CH3:10])([CH3:8])[CH3:7].[CH:25](=O)[C:26]1[CH:31]=[CH:30][CH:29]=[CH:28][CH:27]=1.P(=O)([O-])[O-]. Product: [Si:6]([O:13][C@@H:14]([CH3:24])[C:15](=[O:23])/[CH:16]=[CH:25]/[C:26]1[CH:31]=[CH:30][CH:29]=[CH:28][CH:27]=1)([C:9]([CH3:12])([CH3:11])[CH3:10])([CH3:8])[CH3:7]. The catalyst class is: 7. (3) Reactant: C(OC(=O)[NH:7][CH2:8][C:9]1[C:10](=[O:18])[NH:11][C:12]([CH3:17])=[CH:13][C:14]=1[CH2:15][CH3:16])(C)(C)C.[ClH:20]. Product: [ClH:20].[NH2:7][CH2:8][C:9]1[C:10](=[O:18])[NH:11][C:12]([CH3:17])=[CH:13][C:14]=1[CH2:15][CH3:16]. The catalyst class is: 12. (4) Reactant: [CH2:1]([C:4]1[CH:9]=[CH:8][C:7]([C:10]#[CH:11])=[CH:6][CH:5]=1)[CH2:2][CH3:3].[C:12]([O:16][C:17]([O:19][C:20]1[CH:25]=[CH:24][C:23](Br)=[CH:22][CH:21]=1)=[O:18])([CH3:15])([CH3:14])[CH3:13].C(C1C=CC(Br)=CC=1)CC.C[Si](C#C)(C)C.Cl. Product: [C:12]([O:16][C:17]([O:19][C:20]1[CH:25]=[CH:24][C:23]([C:11]#[C:10][C:7]2[CH:6]=[CH:5][C:4]([CH2:1][CH2:2][CH3:3])=[CH:9][CH:8]=2)=[CH:22][CH:21]=1)=[O:18])([CH3:15])([CH3:13])[CH3:14]. The catalyst class is: 6. (5) Reactant: [H-].[Na+].[N+:3]([C:6]1[CH:22]=[CH:21][C:9]([O:10][C:11]2[CH:17]=[CH:16][C:14]([NH2:15])=[C:13]([N+:18]([O-:20])=[O:19])[CH:12]=2)=[CH:8][CH:7]=1)([O-:5])=[O:4].[CH3:23]I. Product: [CH3:23][NH:15][C:14]1[CH:16]=[CH:17][C:11]([O:10][C:9]2[CH:21]=[CH:22][C:6]([N+:3]([O-:5])=[O:4])=[CH:7][CH:8]=2)=[CH:12][C:13]=1[N+:18]([O-:20])=[O:19]. The catalyst class is: 3. (6) Reactant: Cl[CH2:2][C:3]1[O:4][C:5]([C:8]2[CH:13]=[CH:12][C:11]([N+:14]([O-])=O)=[C:10]([O:17][CH3:18])[CH:9]=2)=[N:6][N:7]=1.[CH3:19][NH:20][CH3:21].C([O-])(O)=O.[Na+]. Product: [CH3:19][N:20]([CH2:2][C:3]1[O:4][C:5]([C:8]2[CH:13]=[CH:12][C:11]([NH2:14])=[C:10]([O:17][CH3:18])[CH:9]=2)=[N:6][N:7]=1)[CH3:21]. The catalyst class is: 12. (7) Reactant: [Br:1][C:2]1[CH:7]=[N:6][C:5]([O:8][CH3:9])=[C:4]2[N:10]([S:13]([C:16]3[CH:22]=[CH:21][C:19]([CH3:20])=[CH:18][CH:17]=3)(=[O:15])=[O:14])[CH:11]=[CH:12][C:3]=12.C([N-]C(C)C)(C)C.[Li+].[C:31](Cl)(=[O:35])[O:32][CH2:33][CH3:34]. Product: [Br:1][C:2]1[CH:7]=[N:6][C:5]([O:8][CH3:9])=[C:4]2[N:10]([S:13]([C:16]3[CH:22]=[CH:21][C:19]([CH3:20])=[CH:18][CH:17]=3)(=[O:15])=[O:14])[C:11]([C:31]([O:32][CH2:33][CH3:34])=[O:35])=[CH:12][C:3]=12. The catalyst class is: 7. (8) Reactant: [CH3:1][O:2][C:3](=[O:28])[C@@H:4]([NH:20][C:21]([O:23][C:24]([CH3:27])([CH3:26])[CH3:25])=[O:22])[CH2:5][N:6]([CH2:17][CH:18]=C)[C:7]([O:9][CH2:10][C:11]1[CH:16]=[CH:15][CH:14]=[CH:13][CH:12]=1)=[O:8].O=[O+][O-].C(Cl)Cl.[CH3:35][OH:36]. Product: [CH3:1][O:2][C:3]([CH:4]1[CH2:5][N:6]([C:7]([O:9][CH2:10][C:11]2[CH:12]=[CH:13][CH:14]=[CH:15][CH:16]=2)=[O:8])[CH2:17][CH:18]([O:36][CH3:35])[N:20]1[C:21]([O:23][C:24]([CH3:27])([CH3:25])[CH3:26])=[O:22])=[O:28]. The catalyst class is: 5. (9) Reactant: [F:1][C:2]1[CH:3]=[C:4]([CH:7]=[CH:8][C:9]=1[OH:10])[CH:5]=[O:6].C([O-])([O-])=O.[K+].[K+].[C:17]([O:20][CH2:21][CH2:22]Br)(=[O:19])[CH3:18]. Product: [C:17]([O:20][CH2:21][CH2:22][O:10][C:9]1[CH:8]=[CH:7][C:4]([CH:5]=[O:6])=[CH:3][C:2]=1[F:1])(=[O:19])[CH3:18]. The catalyst class is: 883.